From a dataset of Catalyst prediction with 721,799 reactions and 888 catalyst types from USPTO. Predict which catalyst facilitates the given reaction. (1) Reactant: [CH3:1][O:2][C:3](=[O:6])[CH2:4]Br.[C:7]([SiH2:11][O:12][C:13]([CH3:39])([CH3:38])[C:14]1[N:15]=[CH:16][N:17](C(C2C=CC=CC=2)(C2C=CC=CC=2)C2C=CC=CC=2)[CH:18]=1)([CH3:10])([CH3:9])[CH3:8]. Product: [CH3:1][O:2][C:3](=[O:6])[CH2:4][N:15]1[C:14]([C:13]([CH3:39])([CH3:38])[O:12][SiH2:11][C:7]([CH3:10])([CH3:9])[CH3:8])=[CH:18][N:17]=[CH:16]1. The catalyst class is: 10. (2) Reactant: C(OC([N:8]1[C:16]2[C:11](=[CH:12][C:13]([O:17][P:18]([CH3:26])([C:20]3[CH:25]=[CH:24][CH:23]=[CH:22][CH:21]=3)=[O:19])=[CH:14][CH:15]=2)[C:10]([C:27]2[N:28](C(OC(C)(C)C)=O)[C:29]3[C:34]([CH:35]=2)=[CH:33][C:32]([O:36][CH2:37][CH2:38][N:39]2[CH2:44][CH2:43][O:42][CH2:41][CH2:40]2)=[CH:31][CH:30]=3)=[N:9]1)=O)(C)(C)C. Product: [N:39]1([CH2:38][CH2:37][O:36][C:32]2[CH:33]=[C:34]3[C:29](=[CH:30][CH:31]=2)[NH:28][C:27]([C:10]2[C:11]4[C:16](=[CH:15][CH:14]=[C:13]([O:17][P:18]([CH3:26])([C:20]5[CH:21]=[CH:22][CH:23]=[CH:24][CH:25]=5)=[O:19])[CH:12]=4)[NH:8][N:9]=2)=[CH:35]3)[CH2:40][CH2:41][O:42][CH2:43][CH2:44]1. The catalyst class is: 281. (3) Reactant: Br[C:2]1[CH:3]=[CH:4][C:5]([O:10][CH2:11][CH:12]([CH3:14])[CH3:13])=[C:6]([CH:9]=1)[C:7]#[N:8].C([O:18][B:19](OC(C)C)[O:20]C(C)C)(C)C.CCCCCC.C([Li])CCC.Cl. Product: [C:7]([C:6]1[CH:9]=[C:2]([B:19]([OH:20])[OH:18])[CH:3]=[CH:4][C:5]=1[O:10][CH2:11][CH:12]([CH3:14])[CH3:13])#[N:8]. The catalyst class is: 182. (4) Reactant: [Br:1][C:2]1[CH:3]=[C:4]([CH:17]=[CH:18][CH:19]=1)[NH:5][C:6]1[C:7]2[CH:15]=[CH:14][C:13](F)=[N:12][C:8]=2[N:9]=[CH:10][N:11]=1.[CH3:20][O-:21].[Na+].O. Product: [Br:1][C:2]1[CH:3]=[C:4]([CH:17]=[CH:18][CH:19]=1)[NH:5][C:6]1[C:7]2[CH:15]=[CH:14][C:13]([O:21][CH3:20])=[N:12][C:8]=2[N:9]=[CH:10][N:11]=1. The catalyst class is: 5. (5) Reactant: [NH:1]1[CH2:5][CH2:4][CH2:3][CH2:2]1.[C:6]([NH:16][C@@H:17]([C:19](O)=[O:20])[CH3:18])([O:8][CH2:9][C:10]1[CH:15]=[CH:14][CH:13]=[CH:12][CH:11]=1)=[O:7].C1C=NC2N(O)N=NC=2C=1.CN1CCOCC1.C(Cl)CCl. Product: [CH3:18][C@@H:17]([NH:16][C:6](=[O:7])[O:8][CH2:9][C:10]1[CH:15]=[CH:14][CH:13]=[CH:12][CH:11]=1)[C:19](=[O:20])[N:1]1[CH2:5][CH2:4][CH2:3][CH2:2]1. The catalyst class is: 317.